This data is from Catalyst prediction with 721,799 reactions and 888 catalyst types from USPTO. The task is: Predict which catalyst facilitates the given reaction. (1) Reactant: CO[C:3]1[CH:18]=[CH:17][C:6]2[N:7]=[C:8]([NH:10][N:11]=[C:12]([C:15]#[N:16])[C:13]#[N:14])[S:9][C:5]=2[CH:4]=1.[C:19](#N)CC#N.[OH2:24].[NH2:25][NH2:26]. Product: [NH2:16][C:15]1[C:12](=[N:11][NH:10][C:8]2[S:9][C:5]3[CH:4]=[C:3]([O:24][CH3:19])[CH:18]=[CH:17][C:6]=3[N:7]=2)[C:13]([NH2:14])=[N:26][N:25]=1. The catalyst class is: 8. (2) Reactant: [O:1]1[CH2:6][CH2:5][C:4](=O)[CH2:3][CH2:2]1.[C:8]([CH:13]=P(C1C=CC=CC=1)(C1C=CC=CC=1)C1C=CC=CC=1)([O:10][CH2:11][CH3:12])=[O:9]. Product: [CH2:11]([O:10][C:8](=[O:9])[CH:13]=[C:4]1[CH2:5][CH2:6][O:1][CH2:2][CH2:3]1)[CH3:12]. The catalyst class is: 11.